This data is from Peptide-MHC class I binding affinity with 185,985 pairs from IEDB/IMGT. The task is: Regression. Given a peptide amino acid sequence and an MHC pseudo amino acid sequence, predict their binding affinity value. This is MHC class I binding data. (1) The peptide sequence is APYFATVRL. The MHC is HLA-B58:01 with pseudo-sequence HLA-B58:01. The binding affinity (normalized) is 0.0847. (2) The peptide sequence is DQEKKILMN. The MHC is HLA-A24:02 with pseudo-sequence HLA-A24:02. The binding affinity (normalized) is 0. (3) The peptide sequence is FEKHILPFMS. The MHC is HLA-B40:02 with pseudo-sequence HLA-B40:02. The binding affinity (normalized) is 0.398. (4) The peptide sequence is FVTIYSHLL. The MHC is HLA-A02:03 with pseudo-sequence HLA-A02:03. The binding affinity (normalized) is 0.621. (5) The peptide sequence is LNTRRRQL. The MHC is H-2-Kb with pseudo-sequence H-2-Kb. The binding affinity (normalized) is 0. (6) The peptide sequence is RPRGHREFC. The MHC is HLA-B40:01 with pseudo-sequence HLA-B40:01. The binding affinity (normalized) is 0.0847. (7) The binding affinity (normalized) is 0.0847. The peptide sequence is TVFCFFNYI. The MHC is HLA-B51:01 with pseudo-sequence HLA-B51:01. (8) The peptide sequence is VSYIEFVGW. The binding affinity (normalized) is 0.154. The MHC is Patr-B0101 with pseudo-sequence Patr-B0101. (9) The MHC is HLA-B44:03 with pseudo-sequence HLA-B44:03. The binding affinity (normalized) is 0.0980. The peptide sequence is KEINFLSQT. (10) The peptide sequence is MCFHQHLMY. The MHC is HLA-B27:05 with pseudo-sequence HLA-B27:05. The binding affinity (normalized) is 0.0847.